This data is from Catalyst prediction with 721,799 reactions and 888 catalyst types from USPTO. The task is: Predict which catalyst facilitates the given reaction. (1) Reactant: [C:1]([C:3]1[CH:4]=[CH:5][C:6]2[N:10]=[N:9][N:8]([CH2:11][CH2:12][CH2:13][CH2:14]Cl)[C:7]=2[CH:16]=1)#[N:2].[F:17][C:18]([F:32])([F:31])[C:19]1[CH:20]=[C:21]([N:25]2[CH2:30][CH2:29][NH:28][CH2:27][CH2:26]2)[CH:22]=[CH:23][CH:24]=1.C(N(C(C)C)CC)(C)C.[I-].[K+]. Product: [C:1]([C:3]1[CH:4]=[CH:5][C:6]2[N:10]=[N:9][N:8]([CH2:11][CH2:12][CH2:13][CH2:14][N:28]3[CH2:27][CH2:26][N:25]([C:21]4[CH:22]=[CH:23][CH:24]=[C:19]([C:18]([F:31])([F:32])[F:17])[CH:20]=4)[CH2:30][CH2:29]3)[C:7]=2[CH:16]=1)#[N:2]. The catalyst class is: 10. (2) Reactant: CS(C)=O.C(Cl)(=O)C(Cl)=O.[Si:11]([O:18][CH2:19][CH2:20][CH2:21][OH:22])([C:14]([CH3:17])([CH3:16])[CH3:15])([CH3:13])[CH3:12].C(N(CC)CC)C. Product: [Si:11]([O:18][CH2:19][CH2:20][CH:21]=[O:22])([C:14]([CH3:17])([CH3:16])[CH3:15])([CH3:13])[CH3:12]. The catalyst class is: 4. (3) Reactant: [Cl:1][C:2]1[N:7]=[CH:6][C:5]2[CH:8]=[N:9][NH:10][C:4]=2[CH:3]=1.Br[C:12]1[N:17]=[C:16]([N:18]2[CH:23]([CH3:24])[CH2:22][CH2:21][CH:20]([NH:25][C:26](=[O:32])[O:27][C:28]([CH3:31])([CH3:30])[CH3:29])[CH2:19]2)[CH:15]=[CH:14][CH:13]=1.CC1(C)C2C(=C(P(C3C=CC=CC=3)C3C=CC=CC=3)C=CC=2)OC2C(P(C3C=CC=CC=3)C3C=CC=CC=3)=CC=CC1=2.CC(C)([O-])C.[Na+]. Product: [Cl:1][C:2]1[N:7]=[CH:6][C:5]2[CH:8]=[N:9][N:10]([C:12]3[N:17]=[C:16]([N:18]4[CH:23]([CH3:24])[CH2:22][CH2:21][CH:20]([NH:25][C:26](=[O:32])[O:27][C:28]([CH3:31])([CH3:30])[CH3:29])[CH2:19]4)[CH:15]=[CH:14][CH:13]=3)[C:4]=2[CH:3]=1. The catalyst class is: 101. (4) Reactant: [C:1]([N:4]1[CH2:9][CH2:8][C@H:7]([NH:10][C:11](=[O:20])[O:12][CH2:13][C:14]2[CH:19]=[CH:18][CH:17]=[CH:16][CH:15]=2)[C@H:6]([O:21][CH2:22][CH2:23][CH3:24])[CH2:5]1)(=[O:3])[NH2:2].Br[CH:26]([CH3:36])[C:27](=O)[C:28]([O:30][CH2:31][CH2:32][CH2:33][CH3:34])=[O:29].C(=O)(O)[O-].[Na+]. Product: [CH2:13]([O:12][C:11]([NH:10][C@H:7]1[CH2:8][CH2:9][N:4]([C:1]2[O:3][C:26]([CH3:36])=[C:27]([C:28]([O:30][CH2:31][CH2:32][CH2:33][CH3:34])=[O:29])[N:2]=2)[CH2:5][C@H:6]1[O:21][CH2:22][CH2:23][CH3:24])=[O:20])[C:14]1[CH:15]=[CH:16][CH:17]=[CH:18][CH:19]=1. The catalyst class is: 1. (5) Reactant: [CH3:1][C:2]1[N:3]=[C:4]([C:12]2[CH:17]=[CH:16][CH:15]=[C:14]([C:18]([F:21])([F:20])[F:19])[CH:13]=2)[N:5]2[C:10]=1[CH:9]=[N:8][C:7]([NH2:11])=[N:6]2.Br[C:23]1[CH:24]=[C:25]([NH:31][C:32](=[O:34])[CH3:33])[CH:26]=[CH:27][C:28]=1[O:29][CH3:30].C(P(C(C)(C)C)C1C=CC=CC=1C1C=CC=CC=1)(C)(C)C.CC([O-])(C)C.[Na+]. Product: [CH3:30][O:29][C:28]1[CH:27]=[CH:26][C:25]([NH:31][C:32](=[O:34])[CH3:33])=[CH:24][C:23]=1[NH:11][C:7]1[N:8]=[CH:9][C:10]2=[C:2]([CH3:1])[N:3]=[C:4]([C:12]3[CH:17]=[CH:16][CH:15]=[C:14]([C:18]([F:21])([F:19])[F:20])[CH:13]=3)[N:5]2[N:6]=1. The catalyst class is: 62. (6) Reactant: [CH3:1][O:2][C:3]1[CH:4]=[C:5]2[C:10](=[CH:11][C:12]=1[O:13][CH3:14])[C:9]([CH2:15][CH2:16][CH3:17])=[N:8][C:7]([OH:18])=[CH:6]2.Cl.Cl[CH2:21][C:22]1[C:23]([NH:35][CH2:36][CH3:37])=[N:24][C:25]2[C:30]([CH:31]=1)=[CH:29][C:28]([O:32][CH3:33])=[C:27]([F:34])[CH:26]=2.[Li+].[OH-]. Product: [CH2:36]([NH:35][C:23]1[C:22]([CH2:21][C:6]2[C:5]3[C:10](=[CH:11][C:12]([O:13][CH3:14])=[C:3]([O:2][CH3:1])[CH:4]=3)[C:9]([CH2:15][CH2:16][CH3:17])=[N:8][C:7]=2[OH:18])=[CH:31][C:30]2[C:25](=[CH:26][C:27]([F:34])=[C:28]([O:32][CH3:33])[CH:29]=2)[N:24]=1)[CH3:37]. The catalyst class is: 1. (7) Reactant: [CH:1]1([N:5]2[CH:9]=[CH:8][CH:7]=[N:6]2)[CH2:4][CH2:3][CH2:2]1.[Li]CCCC.[CH3:15][C:16]1([CH3:27])[C:20]([CH3:22])([CH3:21])[O:19][B:18](OC(C)C)[O:17]1. Product: [CH:1]1([N:5]2[C:9]([B:18]3[O:19][C:20]([CH3:22])([CH3:21])[C:16]([CH3:27])([CH3:15])[O:17]3)=[CH:8][CH:7]=[N:6]2)[CH2:4][CH2:3][CH2:2]1. The catalyst class is: 7.